This data is from Reaction yield outcomes from USPTO patents with 853,638 reactions. The task is: Predict the reaction yield, written as a fraction of the theoretical maximum amount of product (1.0 means a 100% yield; for example, 0.34 means a 34% yield). The reactants are [CH3:1][O:2][C:3]([C:5]1[C:10](Br)=[C:9]([NH2:12])[N:8]=[C:7]([C:13]2[CH:18]=[CH:17][C:16]([Cl:19])=[C:15]([O:20][CH3:21])[C:14]=2[F:22])[N:6]=1)=[O:4].[CH2:23]([Sn](CCCC)(CCCC)C=C)[CH2:24]CC. The catalyst is ClCCCl.Cl[Pd](Cl)([P](C1C=CC=CC=1)(C1C=CC=CC=1)C1C=CC=CC=1)[P](C1C=CC=CC=1)(C1C=CC=CC=1)C1C=CC=CC=1. The product is [CH3:1][O:2][C:3]([C:5]1[C:10]([CH:23]=[CH2:24])=[C:9]([NH2:12])[N:8]=[C:7]([C:13]2[CH:18]=[CH:17][C:16]([Cl:19])=[C:15]([O:20][CH3:21])[C:14]=2[F:22])[N:6]=1)=[O:4]. The yield is 0.820.